Dataset: Forward reaction prediction with 1.9M reactions from USPTO patents (1976-2016). Task: Predict the product of the given reaction. Given the reactants Cl[C:2]1[N:3]=[CH:4][C:5]2[N:11]([CH3:12])[C:10](=[O:13])[C:9]([F:15])([F:14])[CH2:8][N:7]([CH:16]3[CH2:20][CH2:19][CH2:18][CH2:17]3)[C:6]=2[N:21]=1.[NH2:22][C:23]1[CH:40]=[CH:39][C:26]([C:27]([NH:29][CH:30]2[CH2:35][CH2:34][N:33]([CH2:36][CH2:37][F:38])[CH2:32][CH2:31]2)=[O:28])=[CH:25][C:24]=1[O:41][CH3:42].O.C1(C)C=CC(S(O)(=O)=O)=CC=1.C(=O)([O-])[O-].[Na+].[Na+], predict the reaction product. The product is: [CH:16]1([N:7]2[CH2:8][C:9]([F:15])([F:14])[C:10](=[O:13])[N:11]([CH3:12])[C:5]3[CH:4]=[N:3][C:2]([NH:22][C:23]4[CH:40]=[CH:39][C:26]([C:27]([NH:29][CH:30]5[CH2:31][CH2:32][N:33]([CH2:36][CH2:37][F:38])[CH2:34][CH2:35]5)=[O:28])=[CH:25][C:24]=4[O:41][CH3:42])=[N:21][C:6]2=3)[CH2:20][CH2:19][CH2:18][CH2:17]1.